From a dataset of Peptide-MHC class I binding affinity with 185,985 pairs from IEDB/IMGT. Regression. Given a peptide amino acid sequence and an MHC pseudo amino acid sequence, predict their binding affinity value. This is MHC class I binding data. (1) The MHC is HLA-B15:17 with pseudo-sequence HLA-B15:17. The peptide sequence is CYMHVSDYY. The binding affinity (normalized) is 0.0847. (2) The peptide sequence is QRSTLERTSKASLER. The MHC is HLA-B08:01 with pseudo-sequence HLA-B08:01. The binding affinity (normalized) is 0.00638. (3) The binding affinity (normalized) is 0.0847. The MHC is HLA-B27:05 with pseudo-sequence HLA-B27:05. The peptide sequence is VSDTTVLLH. (4) The peptide sequence is SYIINIITL. The MHC is H-2-Db with pseudo-sequence H-2-Db. The binding affinity (normalized) is 0.143.